Dataset: Catalyst prediction with 721,799 reactions and 888 catalyst types from USPTO. Task: Predict which catalyst facilitates the given reaction. (1) Reactant: [C:1]1([C:7]2[C:11]3[CH2:12][NH:13][CH2:14][CH2:15][C:10]=3[NH:9][N:8]=2)[CH:6]=[CH:5][CH:4]=[CH:3][CH:2]=1.[C:16]1([CH2:22][CH2:23][C:24](O)=[O:25])[CH:21]=[CH:20][CH:19]=[CH:18][CH:17]=1.CN(C(ON1N=NC2C=CC=NC1=2)=[N+](C)C)C.F[P-](F)(F)(F)(F)F.CCN(C(C)C)C(C)C. Product: [C:16]1([CH2:22][CH2:23][C:24]([N:13]2[CH2:14][CH2:15][C:10]3[NH:9][N:8]=[C:7]([C:1]4[CH:2]=[CH:3][CH:4]=[CH:5][CH:6]=4)[C:11]=3[CH2:12]2)=[O:25])[CH:21]=[CH:20][CH:19]=[CH:18][CH:17]=1. The catalyst class is: 34. (2) Reactant: [OH:1][C:2]1[CH:3]=[C:4]([CH:7]=[CH:8][CH:9]=1)[CH:5]=[O:6].C(=O)([O-])[O-].[K+].[K+].[CH2:16](Br)[C:17]1[CH:22]=[CH:21][CH:20]=[CH:19][CH:18]=1. Product: [CH2:16]([O:1][C:2]1[CH:3]=[C:4]([CH:7]=[CH:8][CH:9]=1)[CH:5]=[O:6])[C:17]1[CH:22]=[CH:21][CH:20]=[CH:19][CH:18]=1. The catalyst class is: 9. (3) Reactant: [Cl:1][C:2]1[N:11]=[CH:10][C:9]2[C:4](=[CH:5][CH:6]=[C:7]([O:12]C)[CH:8]=2)[N:3]=1.B(Br)(Br)Br.COC. Product: [Cl:1][C:2]1[N:11]=[CH:10][C:9]2[C:4](=[CH:5][CH:6]=[C:7]([OH:12])[CH:8]=2)[N:3]=1. The catalyst class is: 4. (4) Reactant: [Cl:1][C:2]1[N:7]=[C:6]([Cl:8])[N:5]=[C:4]2[NH:9][N:10]=[CH:11][C:3]=12.[O:12]1[CH:17]=[CH:16][CH2:15][CH2:14][CH2:13]1.C1(C)C=CC(S([O-])(=O)=O)=CC=1.[NH+]1C=CC=CC=1. Product: [Cl:1][C:2]1[N:7]=[C:6]([Cl:8])[N:5]=[C:4]2[N:9]([CH:13]3[CH2:14][CH2:15][CH2:16][CH2:17][O:12]3)[N:10]=[CH:11][C:3]=12. The catalyst class is: 49. (5) Reactant: [CH2:1]([N:8]1[CH2:12][CH2:11][C@@H:10]([N:13]2[CH2:22][CH2:21][C:20]3[C:15](=[CH:16][CH:17]=[C:18]([O:23]C)[CH:19]=3)[C:14]2=[O:25])[CH2:9]1)[C:2]1[CH:7]=[CH:6][CH:5]=[CH:4][CH:3]=1. Product: [CH2:1]([N:8]1[CH2:12][CH2:11][C@@H:10]([N:13]2[CH2:22][CH2:21][C:20]3[C:15](=[CH:16][CH:17]=[C:18]([OH:23])[CH:19]=3)[C:14]2=[O:25])[CH2:9]1)[C:2]1[CH:3]=[CH:4][CH:5]=[CH:6][CH:7]=1. The catalyst class is: 5.